From a dataset of Catalyst prediction with 721,799 reactions and 888 catalyst types from USPTO. Predict which catalyst facilitates the given reaction. (1) Reactant: Cl[C:2]1[N:3]=[CH:4][C:5]2[CH2:13][CH2:12][CH2:11][CH2:10][CH2:9][CH2:8][C:6]=2[N:7]=1.[NH2:14][NH2:15]. Product: [NH:14]([C:2]1[N:3]=[CH:4][C:5]2[CH2:13][CH2:12][CH2:11][CH2:10][CH2:9][CH2:8][C:6]=2[N:7]=1)[NH2:15]. The catalyst class is: 17. (2) Reactant: [F:1][C:2]1[N:7]=[CH:6][C:5]([NH2:8])=[CH:4][CH:3]=1.C([Mg]Cl)(C)C.[CH:14]([C:17]1[NH:21][CH:20]=[C:19]([NH:22][C:23]2[C:32]3[CH2:31][CH2:30][CH2:29][CH2:28][C:27]=3[N:26]=[C:25]([N:33]3[CH2:37][CH2:36][CH2:35][CH:34]3[C:38](OC)=[O:39])[N:24]=2)[CH:18]=1)([CH3:16])[CH3:15]. Product: [F:1][C:2]1[N:7]=[CH:6][C:5]([NH:8][C:38]([CH:34]2[CH2:35][CH2:36][CH2:37][N:33]2[C:25]2[N:24]=[C:23]([NH:22][C:19]3[CH:18]=[C:17]([CH:14]([CH3:16])[CH3:15])[NH:21][CH:20]=3)[C:32]3[CH2:31][CH2:30][CH2:29][CH2:28][C:27]=3[N:26]=2)=[O:39])=[CH:4][CH:3]=1. The catalyst class is: 1. (3) Reactant: [NH:1]1[C:5]2[CH:6]=[CH:7][CH:8]=[CH:9][C:4]=2[N:3]=[C:2]1[C:10]([N:12]1[CH2:17][C@@H:16]2[CH2:18][C@H:13]1[CH2:14][N:15]2[C:19]([C@@H:21]([NH:26]C(=O)OC(C)(C)C)[C:22]([CH3:25])([CH3:24])[CH3:23])=[O:20])=[O:11].C([O-])([O-])=O.[Na+].[Na+]. Product: [NH:1]1[C:5]2[CH:6]=[CH:7][CH:8]=[CH:9][C:4]=2[N:3]=[C:2]1[C:10]([N:12]1[CH2:17][C@@H:16]2[CH2:18][C@H:13]1[CH2:14][N:15]2[C:19](=[O:20])[C@@H:21]([NH2:26])[C:22]([CH3:23])([CH3:24])[CH3:25])=[O:11]. The catalyst class is: 137. (4) Reactant: C(OC([NH:8][CH2:9][CH2:10][CH2:11][CH2:12][CH2:13][O:14][C:15]1[C:36]([O:37][CH3:38])=[CH:35][C:18]2[C:19]3[N:24]([CH:25]([C:27]([CH3:30])([CH3:29])[CH3:28])[CH2:26][C:17]=2[CH:16]=1)[CH:23]=[C:22]([C:31]([OH:33])=[O:32])[C:21](=[O:34])[CH:20]=3)=O)(C)(C)C.[ClH:39]. Product: [ClH:39].[NH2:8][CH2:9][CH2:10][CH2:11][CH2:12][CH2:13][O:14][C:15]1[C:36]([O:37][CH3:38])=[CH:35][C:18]2[C:19]3[N:24]([CH:25]([C:27]([CH3:29])([CH3:30])[CH3:28])[CH2:26][C:17]=2[CH:16]=1)[CH:23]=[C:22]([C:31]([OH:33])=[O:32])[C:21](=[O:34])[CH:20]=3. The catalyst class is: 23.